Dataset: Reaction yield outcomes from USPTO patents with 853,638 reactions. Task: Predict the reaction yield, written as a fraction of the theoretical maximum amount of product (1.0 means a 100% yield; for example, 0.34 means a 34% yield). (1) The reactants are Cl[C:2]1[CH:7]=[CH:6][C:5]([N+:8]([O-:10])=[O:9])=[CH:4][C:3]=1[C:11]([F:14])([F:13])[F:12].[CH3:15][N:16]1[CH2:21][CH2:20][CH:19]([NH2:22])[CH2:18][CH2:17]1.CCN(C(C)C)C(C)C.C(Cl)Cl. The catalyst is CS(C)=O.CO. The product is [CH3:15][N:16]1[CH2:21][CH2:20][CH:19]([NH:22][C:2]2[CH:7]=[CH:6][C:5]([N+:8]([O-:10])=[O:9])=[CH:4][C:3]=2[C:11]([F:14])([F:13])[F:12])[CH2:18][CH2:17]1. The yield is 0.440. (2) The reactants are C[O:2][C:3](=[O:40])[C@@H:4]([NH:8][S:9]([C:12]1[CH:17]=[CH:16][C:15]([C:18]2[CH:23]=[CH:22][C:21]([NH:24][C:25]([C:27]3[O:28][C:29]4[CH:36]=[CH:35][C:34]([Br:37])=[C:33]([O:38][CH3:39])[C:30]=4[C:31]=3[CH3:32])=[O:26])=[CH:20][CH:19]=2)=[CH:14][CH:13]=1)(=[O:11])=[O:10])[CH:5]([CH3:7])[CH3:6].[Li+].[OH-]. The catalyst is C1COCC1. The product is [Br:37][C:34]1[CH:35]=[CH:36][C:29]2[O:28][C:27]([C:25]([NH:24][C:21]3[CH:20]=[CH:19][C:18]([C:15]4[CH:14]=[CH:13][C:12]([S:9]([NH:8][C@@H:4]([CH:5]([CH3:6])[CH3:7])[C:3]([OH:40])=[O:2])(=[O:10])=[O:11])=[CH:17][CH:16]=4)=[CH:23][CH:22]=3)=[O:26])=[C:31]([CH3:32])[C:30]=2[C:33]=1[O:38][CH3:39]. The yield is 0.390. (3) The reactants are [N+:1]([C:4]1[CH:10]=[CH:9][C:7]([NH2:8])=[CH:6][CH:5]=1)([O-:3])=[O:2].FC(F)(F)C(O)=O.C=CC1C=CC=CC=1.C=O.[N+](C1[CH:38]=[C:39]2[C:38]3=[C:39]([CH:41]([C:44]4[CH:49]=[CH:48][CH:47]=[CH:46][CH:45]=4)[CH2:42]CN3C[CH2:42][CH:41]2[C:44]2[CH:49]=[CH:48][CH:47]=[CH:46][CH:45]=2)C=1)([O-])=O.[C:56]1([CH:62]2[C:71]3C4=[C:71]([CH:62]([C:56]5[CH:61]=[CH:60][CH:59]=[CH:58][CH:57]=5)[CH2:63][CH2:64]N4[CH2:64][CH2:63]2)C=C(N)C=3)[CH:61]=[CH:60][CH:59]=[CH:58][CH:57]=1. The catalyst is C(#N)C. The product is [CH3:42][C:41]1([C:44]2[CH:49]=[CH:48][CH:47]=[CH:46][CH:45]=2)[C:9]2[C:7]3=[C:6]([C:62]([CH3:71])([C:56]4[CH:61]=[CH:60][CH:59]=[CH:58][CH:57]=4)[CH2:63][CH2:64][N:8]3[CH2:38][CH2:39]1)[CH:5]=[C:4]([N+:1]([O-:3])=[O:2])[CH:10]=2. The yield is 0.590. (4) The reactants are C[O:2][C:3](=[O:39])[C:4]1[CH:9]=[CH:8][C:7]([O:10][C:11]2[CH:16]=[CH:15][C:14]([NH:17][C:18]([O:20][C:21]([CH3:24])([CH3:23])[CH3:22])=[O:19])=[CH:13][CH:12]=2)=[C:6]([NH:25][C:26]2[C:27]3[CH:35]=[CH:34][C:33]([CH:36]([CH3:38])[CH3:37])=[N:32][C:28]=3[N:29]=[CH:30][N:31]=2)[CH:5]=1.[Li+].[OH-]. The catalyst is C1COCC1. The product is [C:21]([O:20][C:18]([NH:17][C:14]1[CH:15]=[CH:16][C:11]([O:10][C:7]2[CH:8]=[CH:9][C:4]([C:3]([OH:39])=[O:2])=[CH:5][C:6]=2[NH:25][C:26]2[C:27]3[CH:35]=[CH:34][C:33]([CH:36]([CH3:37])[CH3:38])=[N:32][C:28]=3[N:29]=[CH:30][N:31]=2)=[CH:12][CH:13]=1)=[O:19])([CH3:23])([CH3:22])[CH3:24]. The yield is 0.970. (5) The reactants are [CH3:1][O:2][C:3]([C:5]1[C:10]([C:11]([O:13][CH3:14])=[O:12])=[CH:9][CH:8]=[C:7](Cl)[N:6]=1)=[O:4].[Br:16][C:17]1[CH:24]=[CH:23][C:22]([OH:25])=[CH:21][C:18]=1[CH:19]=[O:20].C(=O)([O-])[O-].[Cs+].[Cs+]. The catalyst is CN(C=O)C. The product is [CH3:1][O:2][C:3]([C:5]1[C:10]([C:11]([O:13][CH3:14])=[O:12])=[CH:9][CH:8]=[C:7]([O:25][C:22]2[CH:23]=[CH:24][C:17]([Br:16])=[C:18]([CH:19]=[O:20])[CH:21]=2)[N:6]=1)=[O:4]. The yield is 0.150. (6) The reactants are [OH:1][C:2]1[CH:11]=[CH:10][CH:9]=[CH:8][C:3]=1[C:4]([O:6][CH3:7])=[O:5].[Cl:12][C:13]1[CH:18]=[CH:17][C:16]([N+:19]([O-:21])=[O:20])=[C:15](F)[CH:14]=1.C(=O)([O-])[O-].[Cs+].[Cs+].C(OCC)(=O)C. The catalyst is C(#N)C. The product is [Cl:12][C:13]1[CH:14]=[CH:15][C:16]([N+:19]([O-:21])=[O:20])=[C:17]([CH:18]=1)[O:1][C:2]1[CH:11]=[CH:10][CH:9]=[CH:8][C:3]=1[C:4]([O:6][CH3:7])=[O:5]. The yield is 0.780. (7) The reactants are [OH-].[Na+].[Cl:3][C:4]1[CH:12]=[C:11]2[C:7]([C@@:8]3([C:21]4([CH2:26][CH2:25][C:24]([CH3:28])([CH3:27])[CH2:23][CH2:22]4)[N:20]4[C@@H:15]([C:16](=[O:41])[O:17][C@@H](C5C=CC=CC=5)[C@H]4C4C=CC=CC=4)[C@@H:14]3[C:42]3[CH:47]=[CH:46][CH:45]=[C:44]([Cl:48])[C:43]=3[F:49])[C:9](=[O:13])[NH:10]2)=[CH:6][CH:5]=1.Cl.[N+]([O-])([O-])=O.[NH4+].[NH4+].[Ce+4].[N+]([O-])([O-])=O.[N+]([O-])([O-])=O.[N+]([O-])([O-])=O.[N+]([O-])([O-])=O.[N+]([O-])([O-])=O.C(=O)([O-])[O-].[K+].[K+]. The catalyst is O.CO. The product is [Cl:3][C:4]1[CH:12]=[C:11]2[C:7]([C:8]3([C@@H:14]([C:42]4[CH:47]=[CH:46][CH:45]=[C:44]([Cl:48])[C:43]=4[F:49])[C@H:15]([C:16]([OH:41])=[O:17])[NH:20][C:21]43[CH2:26][CH2:25][C:24]([CH3:28])([CH3:27])[CH2:23][CH2:22]4)[C:9](=[O:13])[NH:10]2)=[CH:6][CH:5]=1. The yield is 0.570. (8) The reactants are [C:1](OC(=O)C)(=[O:3])C.[NH2:8][CH2:9][C:10]([N:12]1[CH2:16][C@H:15]([NH:17][C:18](=[O:25])[C:19]2[CH:24]=[CH:23][CH:22]=[CH:21][CH:20]=2)[CH2:14][C@H:13]1[C:26]([OH:28])=[O:27])=[O:11]. The catalyst is C(O)=O. The product is [C:18]([NH:17][C@H:15]1[CH2:16][N:12]([C:10](=[O:11])[CH2:9][NH:8][CH:1]=[O:3])[C@H:13]([C:26]([OH:28])=[O:27])[CH2:14]1)(=[O:25])[C:19]1[CH:20]=[CH:21][CH:22]=[CH:23][CH:24]=1. The yield is 0.290. (9) The reactants are [O:1]1[CH2:6][CH2:5][CH:4]([CH2:7][OH:8])[CH2:3][CH2:2]1.[OH-].[Na+].[C:11]1([CH3:21])[CH:16]=[CH:15][C:14]([S:17](Cl)(=[O:19])=[O:18])=[CH:13][CH:12]=1.Cl.CC1CCCCC1. The catalyst is CC1CCCO1. The product is [O:1]1[CH2:6][CH2:5][CH:4]([CH2:7][O:8][S:17]([C:14]2[CH:15]=[CH:16][C:11]([CH3:21])=[CH:12][CH:13]=2)(=[O:19])=[O:18])[CH2:3][CH2:2]1. The yield is 0.990. (10) The reactants are [CH3:1][C:2]1[N:7]=[CH:6][C:5]([NH2:8])=[CH:4][C:3]=1[C:9]1[N:10]=[N:11][C:12]([S:21]([CH3:24])(=[O:23])=[O:22])=[C:13]([N:15]2[CH2:20][CH2:19][O:18][CH2:17][CH2:16]2)[CH:14]=1.CCN(C(C)C)C(C)C.[F:34][C:35]([F:46])([F:45])[C:36]1[CH:37]=[C:38]([CH:42]=[CH:43][CH:44]=1)[C:39](O)=[O:40].CN(C(ON1N=NC2C=CC=NC1=2)=[N+](C)C)C.F[P-](F)(F)(F)(F)F. The catalyst is CN(C=O)C. The product is [CH3:1][C:2]1[N:7]=[CH:6][C:5]([NH:8][C:39](=[O:40])[C:38]2[CH:42]=[CH:43][CH:44]=[C:36]([C:35]([F:34])([F:45])[F:46])[CH:37]=2)=[CH:4][C:3]=1[C:9]1[N:10]=[N:11][C:12]([S:21]([CH3:24])(=[O:23])=[O:22])=[C:13]([N:15]2[CH2:20][CH2:19][O:18][CH2:17][CH2:16]2)[CH:14]=1. The yield is 0.350.